Predict the product of the given reaction. From a dataset of Forward reaction prediction with 1.9M reactions from USPTO patents (1976-2016). Given the reactants [Cl:1][CH2:2][C:3]1[NH:7][C:6]2[CH:8]=[CH:9][C:10]([C:12]([OH:14])=[O:13])=[CH:11][C:5]=2[N:4]=1.S(=O)(=O)(O)O.[CH3:20]O, predict the reaction product. The product is: [Cl:1][CH2:2][C:3]1[NH:7][C:6]2[CH:8]=[CH:9][C:10]([C:12]([O:14][CH3:20])=[O:13])=[CH:11][C:5]=2[N:4]=1.